This data is from Reaction yield outcomes from USPTO patents with 853,638 reactions. The task is: Predict the reaction yield, written as a fraction of the theoretical maximum amount of product (1.0 means a 100% yield; for example, 0.34 means a 34% yield). (1) The reactants are O.Cl.C(OC([N:10]1[CH2:15][CH2:14][CH:13]([N:16]([CH2:21][C:22]2[S:26][C:25]([Cl:27])=[N:24][C:23]=2[Cl:28])[CH2:17][CH:18]([CH3:20])[CH3:19])[CH2:12][CH2:11]1)=O)(C)(C)C. The catalyst is C1COCC1. The product is [CH3:19][CH:18]([CH3:20])[CH2:17][N:16]([CH2:21][C:22]1[S:26][C:25]([Cl:27])=[N:24][C:23]=1[Cl:28])[CH:13]1[CH2:14][CH2:15][NH:10][CH2:11][CH2:12]1. The yield is 0.950. (2) The reactants are [C:1]([O:5][C:6](=[O:17])[NH:7][C@H:8]([C:11]1[CH:16]=[CH:15][CH:14]=[CH:13][CH:12]=1)[CH2:9][NH2:10])([CH3:4])([CH3:3])[CH3:2].CN1CCOCC1.N[C:26]([CH3:30])([CH3:29])[CH2:27][OH:28]. The catalyst is C1COCC1. The product is [C:1]([O:5][C:6](=[O:17])[NH:7][C@H:8]([C:11]1[CH:12]=[CH:13][CH:14]=[CH:15][CH:16]=1)[CH2:9][NH:10][C:26]([CH3:30])([CH3:29])[CH2:27][OH:28])([CH3:4])([CH3:2])[CH3:3]. The yield is 0.980. (3) The reactants are [S:1]1[CH:5]=[CH:4][C:3]([C:6]2[CH:11]=[CH:10][C:9]([OH:12])=[CH:8][CH:7]=2)=[CH:2]1.[C:13]([O:17][C:18]([N:20]1[CH2:24][CH2:23][CH2:22][C@@H:21]1[CH2:25][O:26][C:27]1[CH:32]=[CH:31][C:30](I)=[CH:29][CH:28]=1)=[O:19])([CH3:16])([CH3:15])[CH3:14].C(=O)([O-])[O-].[Cs+].[Cs+].CN(C)CC(O)=O.Cl. The catalyst is O1CCOCC1.[Cu]I. The product is [C:13]([O:17][C:18]([N:20]1[CH2:24][CH2:23][CH2:22][C@@H:21]1[CH2:25][O:26][C:27]1[CH:28]=[CH:29][C:30]([O:12][C:9]2[CH:10]=[CH:11][C:6]([C:3]3[CH:4]=[CH:5][S:1][CH:2]=3)=[CH:7][CH:8]=2)=[CH:31][CH:32]=1)=[O:19])([CH3:16])([CH3:14])[CH3:15]. The yield is 0.700. (4) The reactants are [CH3:1][O:2][C:3]1[CH:4]=[C:5]2[C:10](=[CH:11][C:12]=1[O:13][CH3:14])[N:9]=[CH:8][CH:7]=[C:6]2[O:15][C:16]1[CH:22]=[CH:21][C:19]([NH2:20])=[C:18]([CH3:23])[C:17]=1[CH3:24].Cl[C:26](Cl)([O:28][C:29](=[O:35])OC(Cl)(Cl)Cl)Cl.[CH2:37](O)[CH2:38][CH2:39][CH2:40][CH2:41][CH2:42][CH2:43][CH2:44][CH2:45][CH2:46][CH2:47][CH2:48][CH2:49][CH2:50][CH2:51][CH2:52][CH2:53]C.C(=O)(O)[O-].[Na+]. The catalyst is C(Cl)Cl.C(N(CC)CC)C.C1(C)C=CC=CC=1. The product is [CH3:1][O:2][C:3]1[CH:4]=[C:5]2[C:10](=[CH:11][C:12]=1[O:13][CH3:14])[N:9]=[CH:8][CH:7]=[C:6]2[O:15][C:16]1[CH:22]=[CH:21][C:19]([NH:20][C:29](=[O:35])[O:28][CH2:26][CH2:53][CH2:52][CH2:51][CH2:50][CH2:49][CH2:48][CH2:47][CH2:46][CH2:45][CH2:44][CH2:43][CH2:42][CH2:41][CH2:40][CH2:39][CH2:38][CH3:37])=[C:18]([CH3:23])[C:17]=1[CH3:24]. The yield is 0.970. (5) The reactants are [C:1]([O:4][CH:5]1[CH2:10][CH2:9][N:8]([C:11]2[CH:16]=[CH:15][C:14](Br)=[CH:13]N=2)[CH2:7][CH2:6]1)(=[O:3])[CH3:2].[B:18]1([B:18]2[O:22][C:21]([CH3:24])([CH3:23])[C:20]([CH3:26])([CH3:25])[O:19]2)[O:22][C:21]([CH3:24])([CH3:23])[C:20]([CH3:26])([CH3:25])[O:19]1.[CH3:36]C([O-])=O.[K+]. The catalyst is CN(C=O)C. The product is [C:1]([O:4][CH:5]1[CH2:10][CH2:9][N:8]([C:11]2[CH:36]=[CH:13][C:14]([B:18]3[O:22][C:21]([CH3:24])([CH3:23])[C:20]([CH3:26])([CH3:25])[O:19]3)=[CH:15][CH:16]=2)[CH2:7][CH2:6]1)(=[O:3])[CH3:2]. The yield is 0.540. (6) The reactants are [NH2:1][C:2]1[CH:7]=[CH:6][C:5]([CH2:8][CH2:9][CH2:10][C:11]([OH:13])=[O:12])=[CH:4][CH:3]=1.[C:14]1(=O)[CH2:17][CH2:16][CH2:15]1.[Si]([C:23]#[N:24])(C)(C)C. The catalyst is C(OCC)(=O)C. The product is [C:23]([C:14]1([NH:1][C:2]2[CH:3]=[CH:4][C:5]([CH2:8][CH2:9][CH2:10][C:11]([OH:13])=[O:12])=[CH:6][CH:7]=2)[CH2:17][CH2:16][CH2:15]1)#[N:24]. The yield is 0.740. (7) The reactants are [Br:1][C:2]1[C:7]([O:8][CH3:9])=[CH:6][C:5]([C:10]([C:12]2[CH:17]=[CH:16][CH:15]=[CH:14][CH:13]=2)=[O:11])=[C:4]([O:18]C)[CH:3]=1.B(Cl)(Cl)Cl. The catalyst is C(Cl)Cl. The product is [Br:1][C:2]1[C:7]([O:8][CH3:9])=[CH:6][C:5]([C:10]([C:12]2[CH:13]=[CH:14][CH:15]=[CH:16][CH:17]=2)=[O:11])=[C:4]([OH:18])[CH:3]=1. The yield is 0.930. (8) The catalyst is C=O.O. The yield is 0.130. The product is [ClH:1].[ClH:1].[CH3:3][O:4][C:5]1[CH:6]=[CH:7][C:8]([NH:11][C:12]([N:14]2[CH2:19][CH2:18][N:17]([CH3:28])[CH2:16][CH:15]2[CH2:20][O:21][C:22]2[CH:23]=[N:24][CH:25]=[CH:26][CH:27]=2)=[O:13])=[CH:9][CH:10]=1. The reactants are [ClH:1].Cl.[CH3:3][O:4][C:5]1[CH:10]=[CH:9][C:8]([NH:11][C:12]([N:14]2[CH2:19][CH2:18][NH:17][CH2:16][CH:15]2[CH2:20][O:21][C:22]2[CH:23]=[N:24][CH:25]=[CH:26][CH:27]=2)=[O:13])=[CH:7][CH:6]=1.[CH:28](O)=O.[OH-].[Na+].